The task is: Predict the reaction yield, written as a fraction of the theoretical maximum amount of product (1.0 means a 100% yield; for example, 0.34 means a 34% yield).. This data is from Reaction yield outcomes from USPTO patents with 853,638 reactions. The reactants are [CH2:1]([O:8][O:9]CC1C=CC=CC=1)[C:2]1[CH:7]=[CH:6][CH:5]=[CH:4][CH:3]=1.[Na].S(=O)(=O)(O)[OH:19]. The catalyst is C(Cl)(Cl)Cl.CO. The product is [CH:7]1[C:2]([C:1]([O:8][OH:9])=[O:19])=[CH:3][CH:4]=[CH:5][CH:6]=1. The yield is 0.830.